From a dataset of Full USPTO retrosynthesis dataset with 1.9M reactions from patents (1976-2016). Predict the reactants needed to synthesize the given product. (1) Given the product [CH3:23][O:24][C:25]1[C:26]([O:33][CH2:34][CH2:35][CH3:36])=[C:27](/[CH:28]=[CH:1]/[C:2]2[N:3]=[C:4]3[S:22][CH:21]=[CH:20][N:5]3[C:6](=[O:19])[C:7]=2[C:8]2[CH:13]=[CH:12][C:11]([O:14][C:15]([F:17])([F:18])[F:16])=[CH:10][CH:9]=2)[CH:30]=[CH:31][CH:32]=1, predict the reactants needed to synthesize it. The reactants are: [CH3:1][C:2]1[N:3]=[C:4]2[S:22][CH:21]=[CH:20][N:5]2[C:6](=[O:19])[C:7]=1[C:8]1[CH:13]=[CH:12][C:11]([O:14][C:15]([F:18])([F:17])[F:16])=[CH:10][CH:9]=1.[CH3:23][O:24][C:25]1[C:26]([O:33][CH2:34][CH2:35][CH3:36])=[C:27]([CH:30]=[CH:31][CH:32]=1)[CH:28]=O.[O-]CC.[Na+]. (2) Given the product [O:1]1[CH:5]=[CH:4][CH:3]=[C:2]1[C:6]1[NH:11][C:10](=[O:12])[C:9]([C:13]([OH:22])=[O:14])=[CH:8][C:7]=1[C:16]1[CH:21]=[CH:20][N:19]=[CH:18][N:17]=1, predict the reactants needed to synthesize it. The reactants are: [O:1]1[CH:5]=[CH:4][CH:3]=[C:2]1[C:6]1[NH:11][C:10](=[O:12])[C:9]([C:13](N)=[O:14])=[CH:8][C:7]=1[C:16]1[CH:21]=[CH:20][N:19]=[CH:18][N:17]=1.[OH-:22].[K+].Cl.